Predict the reactants needed to synthesize the given product. From a dataset of Full USPTO retrosynthesis dataset with 1.9M reactions from patents (1976-2016). (1) The reactants are: [CH:1]1([C:7]2[NH:11][N:10]=[C:9]([NH2:12])[CH:8]=2)[CH2:6][CH2:5][CH2:4][CH2:3][CH2:2]1.[Cl:13][C:14]1[N:19]=[C:18](Cl)[CH:17]=[C:16]([CH3:21])[N:15]=1.CC([O-])=O.[K+]. Given the product [Cl:13][C:14]1[N:19]=[C:18]([NH:12][C:9]2[CH:8]=[C:7]([CH:1]3[CH2:2][CH2:3][CH2:4][CH2:5][CH2:6]3)[NH:11][N:10]=2)[CH:17]=[C:16]([CH3:21])[N:15]=1, predict the reactants needed to synthesize it. (2) Given the product [CH3:25][C:5]([O:14][C:15]1[CH:20]=[CH:19][C:18]([C:21]([F:23])([F:24])[F:22])=[CH:17][CH:16]=1)([CH2:6][C:7]1[CH:12]=[CH:11][C:10]([O:13][CH2:41][CH2:40][C:29]2[N:30]=[C:31]([C:33]3([CH3:39])[CH2:38][CH2:37][CH2:36][CH2:35][CH2:34]3)[O:32][C:28]=2[CH3:27])=[CH:9][CH:8]=1)[C:4]([OH:3])=[O:26], predict the reactants needed to synthesize it. The reactants are: C([O:3][C:4](=[O:26])[C:5]([CH3:25])([O:14][C:15]1[CH:20]=[CH:19][C:18]([C:21]([F:24])([F:23])[F:22])=[CH:17][CH:16]=1)[CH2:6][C:7]1[CH:12]=[CH:11][C:10]([OH:13])=[CH:9][CH:8]=1)C.[CH3:27][C:28]1[O:32][C:31]([C:33]2([CH3:39])[CH2:38][CH2:37][CH2:36][CH2:35][CH2:34]2)=[N:30][C:29]=1[CH2:40][CH2:41]OS(C1C=CC(C)=CC=1)(=O)=O. (3) Given the product [Cl-:67].[CH3:69][O:68][C:42]1[CH:43]=[C:38]([CH:39]=[CH:40][CH:41]=1)[C:46]([NH:45][C:5]1[CH:6]=[CH:7][C:2]([O:1][CH2:65][CH2:64][NH+:61]2[CH2:60][CH2:59][O:58][CH2:63][CH2:62]2)=[C:3]([C:19]2[N:23]([CH3:24])[N:22]=[CH:21][CH:20]=2)[CH:4]=1)=[O:47], predict the reactants needed to synthesize it. The reactants are: [OH:1][C:2]1[CH:7]=[CH:6][C:5](C2C(OC)=CC=CC=2C(N)=O)=[CH:4][C:3]=1[C:19]1[N:23]([CH3:24])[N:22]=[CH:21][CH:20]=1.[C:38]1(P([C:38]2[CH:43]=[CH:42][CH:41]=[CH:40][CH:39]=2)[C:38]2[CH:43]=[CH:42][CH:41]=[CH:40][CH:39]=2)[CH:43]=[CH:42][CH:41]=[CH:40][CH:39]=1.N(C(OC(C)C)=O)=[N:45][C:46](OC(C)C)=[O:47].[O:58]1[CH2:63][CH2:62][N:61]([CH2:64][CH2:65]O)[CH2:60][CH2:59]1.[ClH:67].[O:68]1CCC[CH2:69]1. (4) The reactants are: [OH:1][C:2]1[CH:11]=[C:10]2[C:5]([CH:6]([C:12]([O:14][CH3:15])=[O:13])[CH2:7][CH2:8][O:9]2)=[CH:4][CH:3]=1.[Cl:16][C:17]1[CH:34]=[CH:33][C:20]([CH2:21][CH2:22][NH:23][C:24](=[O:32])[C:25]2[CH:30]=[CH:29][C:28](I)=[CH:27][CH:26]=2)=[CH:19][CH:18]=1.CC(C)(C(=O)CC(=O)C(C)(C)C)C.C([O-])([O-])=O.[Cs+].[Cs+]. Given the product [Cl:16][C:17]1[CH:18]=[CH:19][C:20]([CH2:21][CH2:22][NH:23][C:24]([C:25]2[CH:26]=[CH:27][C:28]([O:1][C:2]3[CH:11]=[C:10]4[C:5]([CH:6]([C:12]([O:14][CH3:15])=[O:13])[CH2:7][CH2:8][O:9]4)=[CH:4][CH:3]=3)=[CH:29][CH:30]=2)=[O:32])=[CH:33][CH:34]=1, predict the reactants needed to synthesize it. (5) Given the product [Cl:28][C:29]1[CH:30]=[CH:31][C:32]([O:38][CH2:39][C:40]2[CH:45]=[CH:44][CH:43]=[CH:42][CH:41]=2)=[C:33]([C:47]2[S:48][CH:49]=[C:50]([C:52]([O:54][CH2:55][CH3:56])=[O:53])[N:51]=2)[CH:34]=1, predict the reactants needed to synthesize it. The reactants are: ClC1C=CC(OCC2C=CC(F)=CC=2)=C(C2SC=C(CC(OCC)=O)N=2)C=1.[Cl:28][C:29]1[CH:30]=[CH:31][C:32]([O:38][CH2:39][C:40]2[CH:45]=[CH:44][CH:43]=[CH:42][CH:41]=2)=[C:33](B(O)O)[CH:34]=1.Br[C:47]1[S:48][CH:49]=[C:50]([C:52]([O:54][CH2:55][CH3:56])=[O:53])[N:51]=1. (6) Given the product [Br:15][C:8]1[CH:9]=[C:4]([C:2](=[O:3])[CH3:1])[CH:5]=[C:6]([C:11]([F:12])([F:13])[F:14])[C:7]=1[OH:10], predict the reactants needed to synthesize it. The reactants are: [CH3:1][C:2]([C:4]1[CH:9]=[CH:8][C:7]([OH:10])=[C:6]([C:11]([F:14])([F:13])[F:12])[CH:5]=1)=[O:3].[Br:15]N1C(=O)CCC1=O.